From a dataset of Catalyst prediction with 721,799 reactions and 888 catalyst types from USPTO. Predict which catalyst facilitates the given reaction. (1) Reactant: [Cl:1][C:2]1[CH:29]=[CH:28][C:5]([CH2:6][N:7]2[C:16]3[C:11](=[CH:12][C:13]([F:23])=[C:14]([N:17]4[CH2:22][CH2:21][O:20][CH2:19][CH2:18]4)[CH:15]=3)[C:10](=[O:24])[C:9]([C:25](O)=[O:26])=[CH:8]2)=[CH:4][CH:3]=1.CN(C(ON1N=NC2C=CC=NC1=2)=[N+](C)C)C.F[P-](F)(F)(F)(F)F.N1C(C)=CC(C)=CC=1C.[Cl:63][C:64]1[CH:71]=[CH:70][C:67]([CH2:68][NH2:69])=[CH:66][CH:65]=1. Product: [Cl:63][C:64]1[CH:71]=[CH:70][C:67]([CH2:68][NH:69][C:25]([C:9]2[C:10](=[O:24])[C:11]3[C:16](=[CH:15][C:14]([N:17]4[CH2:18][CH2:19][O:20][CH2:21][CH2:22]4)=[C:13]([F:23])[CH:12]=3)[N:7]([CH2:6][C:5]3[CH:28]=[CH:29][C:2]([Cl:1])=[CH:3][CH:4]=3)[CH:8]=2)=[O:26])=[CH:66][CH:65]=1. The catalyst class is: 3. (2) Product: [Cl:1][C:2]1[CH:3]=[C:4]2[C:8](=[CH:9][CH:10]=1)[NH:7][CH:6]=[C:5]2[C:12]1[CH2:17][CH2:16][N:15]([C:18]([O:20][C:21]([CH3:24])([CH3:23])[CH3:22])=[O:19])[CH2:14][CH:13]=1. The catalyst class is: 5. Reactant: [Cl:1][C:2]1[CH:3]=[C:4]2[C:8](=[CH:9][CH:10]=1)[NH:7][CH:6]=[CH:5]2.O=[C:12]1[CH2:17][CH2:16][N:15]([C:18]([O:20][C:21]([CH3:24])([CH3:23])[CH3:22])=[O:19])[CH2:14][CH2:13]1.[OH-].[K+]. (3) Reactant: [CH3:1][OH:2].O=S(Cl)Cl.[Br:7][C:8]1[C:9]([NH:21][C:22]2[CH:26]=[C:25]([CH:27]3[CH2:29][CH2:28]3)[NH:24][N:23]=2)=[N:10][C:11]([C:14]2[S:18][C:17](C#N)=[CH:16][CH:15]=2)=[N:12][CH:13]=1.[OH-:30].[Na+]. Product: [Br:7][C:8]1[C:9]([NH:21][C:22]2[CH:26]=[C:25]([CH:27]3[CH2:29][CH2:28]3)[NH:24][N:23]=2)=[N:10][C:11]([C:14]2[S:18][C:17]([C:1]([OH:30])=[O:2])=[CH:16][CH:15]=2)=[N:12][CH:13]=1. The catalyst class is: 92.